From a dataset of Full USPTO retrosynthesis dataset with 1.9M reactions from patents (1976-2016). Predict the reactants needed to synthesize the given product. (1) Given the product [Cl:1][C:2]1[CH:3]=[C:4]([C:9]2[CH:10]=[C:11]([C:28]([NH2:30])=[O:29])[C:12]3[NH:13][C:14]4[CH:15]=[C:16]([N:22]5[CH2:23][CH2:24][O:25][CH2:26][CH2:27]5)[CH:17]=[CH:18][C:19]=4[C:20]=3[N:21]=2)[CH:5]=[CH:6][C:7]=1[O:8][CH2:32][CH2:33][Cl:34], predict the reactants needed to synthesize it. The reactants are: [Cl:1][C:2]1[CH:3]=[C:4]([C:9]2[CH:10]=[C:11]([C:28]([NH2:30])=[O:29])[C:12]3[NH:13][C:14]4[CH:15]=[C:16]([N:22]5[CH2:27][CH2:26][O:25][CH2:24][CH2:23]5)[CH:17]=[CH:18][C:19]=4[C:20]=3[N:21]=2)[CH:5]=[CH:6][C:7]=1[OH:8].Br[CH2:32][CH2:33][Cl:34].C([O-])([O-])=O.[K+].[K+].C(O)(C(F)(F)F)=O.N. (2) Given the product [CH3:35][O:5][CH2:6][C:7]1[CH:12]=[CH:11][C:10]([CH2:13][NH:14][C:15](=[O:30])[CH2:16][CH2:17][C:18]2[CH:23]=[CH:22][C:21]([O:24][CH2:25][C:26]#[CH:27])=[C:20]([O:28][CH3:29])[CH:19]=2)=[CH:9][CH:8]=1, predict the reactants needed to synthesize it. The reactants are: CS([O:5][CH2:6][C:7]1[CH:12]=[CH:11][C:10]([CH2:13][NH:14][C:15](=[O:30])[CH2:16][CH2:17][C:18]2[CH:23]=[CH:22][C:21]([O:24][CH2:25][C:26]#[CH:27])=[C:20]([O:28][CH3:29])[CH:19]=2)=[CH:9][CH:8]=1)(=O)=O.[Na].CO.O1CCC[CH2:35]1. (3) Given the product [C:36]([C:23]1[CH:24]=[N:25][C:26]2[C:31]([C:22]=1[O:1][C:2]1[CH:3]=[C:4]3[C:9](=[CH:10][CH:11]=1)[C:8]([C:12]([OH:14])=[O:13])=[CH:7][CH:6]=[CH:5]3)=[CH:30][C:29]([O:32][CH3:33])=[C:28]([O:34][CH3:35])[CH:27]=2)#[N:37], predict the reactants needed to synthesize it. The reactants are: [OH:1][C:2]1[CH:3]=[C:4]2[C:9](=[CH:10][CH:11]=1)[C:8]([C:12]([OH:14])=[O:13])=[CH:7][CH:6]=[CH:5]2.C(=O)([O-])[O-].[Cs+].[Cs+].Cl[C:22]1[C:31]2[C:26](=[CH:27][C:28]([O:34][CH3:35])=[C:29]([O:32][CH3:33])[CH:30]=2)[N:25]=[CH:24][C:23]=1[C:36]#[N:37].